Task: Predict the reaction yield, written as a fraction of the theoretical maximum amount of product (1.0 means a 100% yield; for example, 0.34 means a 34% yield).. Dataset: Reaction yield outcomes from USPTO patents with 853,638 reactions (1) The reactants are [CH:1](=O)[C:2]1[CH:7]=[CH:6][CH:5]=[CH:4][CH:3]=1.Cl.[NH2:10][OH:11].C([O-])([O-])=O.[Na+].[Na+]. The catalyst is C(O)C.O.[Cl-].[Na+].O. The product is [CH:1](=[N:10][OH:11])[C:2]1[CH:7]=[CH:6][CH:5]=[CH:4][CH:3]=1. The yield is 0.965. (2) The reactants are [NH2:1][CH2:2][CH2:3][CH2:4][Si:5]([O:10][CH3:11])([O:8][CH3:9])[O:6][CH3:7].Cl[CH2:13][CH2:14][CH2:15][Si:16]([O:21][CH3:22])([O:19][CH3:20])[O:17][CH3:18].C(N)CN. No catalyst specified. The product is [CH3:9][O:8][Si:5]([O:10][CH3:11])([O:6][CH3:7])[CH2:4][CH2:3][CH2:2][NH:1][CH2:13][CH2:14][CH2:15][Si:16]([O:21][CH3:22])([O:19][CH3:20])[O:17][CH3:18]. The yield is 0.810. (3) The catalyst is O1CCOCC1. The yield is 0.650. The product is [O:1]=[C:2]1[NH:6][C:5](=[O:7])[CH:4]([CH2:8][C:9]2[CH:14]=[CH:13][C:12]([C:15]3[CH:20]=[CH:19][CH:18]=[C:17]([CH2:21][N:22]([CH3:34])[C:23](=[O:33])[CH2:24][CH2:25][CH2:26][CH2:27][CH2:28][CH2:29][CH2:30][CH2:31][CH3:32])[CH:16]=3)=[CH:11][CH:10]=2)[S:3]1. The reactants are [O:1]=[C:2]1[NH:6][C:5](=[O:7])[C:4](=[CH:8][C:9]2[CH:14]=[CH:13][C:12]([C:15]3[CH:20]=[CH:19][CH:18]=[C:17]([CH2:21][N:22]([CH3:34])[C:23](=[O:33])[CH2:24][CH2:25][CH2:26][CH2:27][CH2:28][CH2:29][CH2:30][CH2:31][CH3:32])[CH:16]=3)=[CH:11][CH:10]=2)[S:3]1. (4) The reactants are [C:1]1([C:7]#[C:8][CH2:9][NH2:10])[CH:6]=[CH:5][CH:4]=[CH:3][CH:2]=1.[CH:11]1([C:18]2[CH:27]=[CH:26][C:21]3[NH:22][C:23](=[O:25])[O:24][C:20]=3[CH:19]=2)[CH2:16][CH2:15][C:14](=O)[CH2:13][CH2:12]1. The catalyst is C1COCC1. The product is [C:1]1([C:7]#[C:8][CH2:9][NH:10][C@H:14]2[CH2:15][CH2:16][C@H:11]([C:18]3[CH:27]=[CH:26][C:21]4[NH:22][C:23](=[O:25])[O:24][C:20]=4[CH:19]=3)[CH2:12][CH2:13]2)[CH:6]=[CH:5][CH:4]=[CH:3][CH:2]=1. The yield is 0.580. (5) The reactants are [C:1]([C:3]1[CH:4]=[C:5]([CH2:10][C:11]([OH:13])=[O:12])[CH:6]=[CH:7][C:8]=1[F:9])#[N:2].C(=O)([O-])[O-].[K+].[K+].[CH2:20](I)[CH3:21]. The catalyst is CN(C=O)C. The product is [CH2:20]([O:12][C:11](=[O:13])[CH2:10][C:5]1[CH:6]=[CH:7][C:8]([F:9])=[C:3]([C:1]#[N:2])[CH:4]=1)[CH3:21]. The yield is 0.870. (6) The product is [C:12]([C:6]1[CH:5]=[CH:10][CH:9]=[C:8]([CH3:11])[CH:7]=1)([CH3:15])([CH3:14])[CH3:13]. The yield is 0.910. The catalyst is CCOCC. The reactants are N.P(OCC)(OCC)(O[C:5]1[CH:10]=[CH:9][C:8]([CH3:11])=[CH:7][C:6]=1[C:12]([CH3:15])([CH3:14])[CH3:13])=O.[Li].